Dataset: Catalyst prediction with 721,799 reactions and 888 catalyst types from USPTO. Task: Predict which catalyst facilitates the given reaction. (1) Reactant: [Cl:1][C:2]1[CH:7]=[CH:6][C:5]([N:8]([C@H:12]2[C:21]3[C:16](=[CH:17][CH:18]=[CH:19][CH:20]=3)[N:15]([C:22](=[O:30])[C:23]3[CH:28]=[CH:27][C:26]([OH:29])=[CH:25][CH:24]=3)[C@@H:14]([CH3:31])[CH2:13]2)[C:9](=[O:11])[CH3:10])=[CH:4][CH:3]=1.C([O-])([O-])=O.[K+].[K+].Br[CH2:39][CH2:40][CH2:41][N:42]1[CH2:46][CH2:45][CH2:44][CH2:43]1. Product: [Cl:1][C:2]1[CH:3]=[CH:4][C:5]([N:8]([C@H:12]2[C:21]3[C:16](=[CH:17][CH:18]=[CH:19][CH:20]=3)[N:15]([C:22](=[O:30])[C:23]3[CH:24]=[CH:25][C:26]([O:29][CH2:39][CH2:40][CH2:41][N:42]4[CH2:46][CH2:45][CH2:44][CH2:43]4)=[CH:27][CH:28]=3)[C@@H:14]([CH3:31])[CH2:13]2)[C:9](=[O:11])[CH3:10])=[CH:6][CH:7]=1. The catalyst class is: 3. (2) Reactant: [Br:1][C:2]1[C:6]2[CH:7]([O:15][CH3:16])[NH:8][CH:9]=[C:10]([C:11]([O:13]C)=[O:12])[C:5]=2[N:4]([CH:17]2[CH2:21][CH2:20][CH2:19][CH2:18]2)[CH:3]=1.[OH-].[Na+].Cl. Product: [Br:1][C:2]1[C:6]2[CH:7]([O:15][CH3:16])[NH:8][CH:9]=[C:10]([C:11]([OH:13])=[O:12])[C:5]=2[N:4]([CH:17]2[CH2:21][CH2:20][CH2:19][CH2:18]2)[CH:3]=1. The catalyst class is: 5. (3) Reactant: [CH2:1]([O:3][C:4](=[O:19])[C@:5]([C:11]1[CH:16]=[C:15]([Br:17])[CH:14]=[CH:13][C:12]=1[F:18])([OH:10])[CH2:6][N+:7]([O-])=O)[CH3:2]. Product: [CH2:1]([O:3][C:4](=[O:19])[C@:5]([C:11]1[CH:16]=[C:15]([Br:17])[CH:14]=[CH:13][C:12]=1[F:18])([OH:10])[CH2:6][NH2:7])[CH3:2]. The catalyst class is: 565. (4) Reactant: Br[C:2]1[N:10]=[CH:9][N:8]=[C:7]2[C:3]=1[N:4]=[CH:5][NH:6]2.[F:11][C:12]1[CH:13]=[C:14]([C:18]2[C:19]([CH:28]([NH2:30])[CH3:29])=[CH:20][CH:21]=[C:22]3[C:27]=2[N:26]=[CH:25][CH:24]=[CH:23]3)[CH:15]=[N:16][CH:17]=1.C(N(CC)C(C)C)(C)C. Product: [F:11][C:12]1[CH:13]=[C:14]([C:18]2[C:19]([CH:28]([NH:30][C:2]3[N:10]=[CH:9][N:8]=[C:7]4[C:3]=3[N:4]=[CH:5][NH:6]4)[CH3:29])=[CH:20][CH:21]=[C:22]3[C:27]=2[N:26]=[CH:25][CH:24]=[CH:23]3)[CH:15]=[N:16][CH:17]=1. The catalyst class is: 8. (5) Reactant: Br[C:2]1[CH:3]=[CH:4][C:5]2[S:9][C:8]([CH2:10][CH2:11][N:12]3[CH2:16][CH2:15][CH2:14][C@H:13]3[CH3:17])=[CH:7][C:6]=2[CH:18]=1.[C:19]([C:21]1[CH:26]=[CH:25][C:24](B(O)O)=[CH:23][CH:22]=1)#[N:20].C1(P(C2C=CC=CC=2)C2C=CC=CC=2)C=CC=CC=1.P([O-])([O-])([O-])=O.[K+].[K+].[K+].O.CN1C(=O)CCC1.CS(O)(=O)=O. Product: [CH3:17][C@@H:13]1[CH2:14][CH2:15][CH2:16][N:12]1[CH2:11][CH2:10][C:8]1[S:9][C:5]2[CH:4]=[CH:3][C:2]([C:24]3[CH:25]=[CH:26][C:21]([C:19]#[N:20])=[CH:22][CH:23]=3)=[CH:18][C:6]=2[CH:7]=1. The catalyst class is: 252. (6) Reactant: CN(C(ON1N=NC2C=CC=NC1=2)=[N+](C)C)C.F[P-](F)(F)(F)(F)F.[Cl:25][C:26]1[CH:27]=[C:28]([C:34]2([C:49]([F:52])([F:51])[F:50])[O:38][N:37]=[C:36]([C:39]3[CH:47]=[CH:46][C:42]([C:43]([OH:45])=O)=[C:41]([CH3:48])[CH:40]=3)[CH2:35]2)[CH:29]=[C:30]([Cl:33])[C:31]=1[F:32].Cl.[NH2:54][CH2:55][C:56]1[CH:67]=[CH:66][C:59]2[B:60]([OH:65])[O:61][C:62]([CH3:64])([CH3:63])[C:58]=2[CH:57]=1.Cl. Product: [Cl:25][C:26]1[CH:27]=[C:28]([C:34]2([C:49]([F:51])([F:52])[F:50])[O:38][N:37]=[C:36]([C:39]3[CH:47]=[CH:46][C:42]([C:43]([NH:54][CH2:55][C:56]4[CH:67]=[CH:66][C:59]5[B:60]([OH:65])[O:61][C:62]([CH3:64])([CH3:63])[C:58]=5[CH:57]=4)=[O:45])=[C:41]([CH3:48])[CH:40]=3)[CH2:35]2)[CH:29]=[C:30]([Cl:33])[C:31]=1[F:32]. The catalyst class is: 23. (7) Reactant: [F:1][C:2]1[CH:3]=[C:4]([CH:11]=[C:12]([F:15])[C:13]=1F)[C:5]([O:7][CH2:8][C:9]#[CH:10])=[O:6].[CH2:16]([OH:19])[C:17]#[CH:18].[H-].[Na+].O. Product: [F:15][C:12]1[CH:11]=[C:4]([CH:3]=[C:2]([F:1])[C:13]=1[O:19][CH2:16][C:17]#[CH:18])[C:5]([O:7][CH2:8][C:9]#[CH:10])=[O:6]. The catalyst class is: 3. (8) Reactant: CN(C)[C:3](=O)[S:4][C:5]1[C:14]2[C:9](=[CH:10][CH:11]=[CH:12][CH:13]=2)[C:8]([N+:15]([O-:17])=[O:16])=[CH:7][CH:6]=1.[OH-].[K+].BrC[C:24]([O:26]C(C)(C)C)=[O:25]. Product: [N+:15]([C:8]1[C:9]2[C:14](=[CH:13][CH:12]=[CH:11][CH:10]=2)[C:5]([S:4][CH2:3][C:24]([OH:26])=[O:25])=[CH:6][CH:7]=1)([O-:17])=[O:16]. The catalyst class is: 5.